From a dataset of Full USPTO retrosynthesis dataset with 1.9M reactions from patents (1976-2016). Predict the reactants needed to synthesize the given product. Given the product [F:52][C:51]([F:54])([F:53])[C:49]([OH:55])=[O:50].[F:1][C:2]1[CH:23]=[CH:22][CH:21]=[C:20]([F:24])[C:3]=1[CH2:4][O:5][C:6]1[C:7]2[N:8]([C:13]([C:17]([NH:34][CH2:35][C@@H:36]3[CH2:40][CH2:39][CH2:38][N:37]3[C:41]([O:43][C:44]([CH3:47])([CH3:46])[CH3:45])=[O:42])=[O:19])=[C:14]([CH3:16])[N:15]=2)[CH:9]=[C:10]([CH3:12])[CH:11]=1, predict the reactants needed to synthesize it. The reactants are: [F:1][C:2]1[CH:23]=[CH:22][CH:21]=[C:20]([F:24])[C:3]=1[CH2:4][O:5][C:6]1[C:7]2[N:8]([C:13]([C:17]([OH:19])=O)=[C:14]([CH3:16])[N:15]=2)[CH:9]=[C:10]([CH3:12])[CH:11]=1.C(N(CC)C(C)C)(C)C.[NH2:34][CH2:35][C@@H:36]1[CH2:40][CH2:39][CH2:38][N:37]1[C:41]([O:43][C:44]([CH3:47])([CH3:46])[CH3:45])=[O:42].O.[C:49]([OH:55])([C:51]([F:54])([F:53])[F:52])=[O:50].